Dataset: Reaction yield outcomes from USPTO patents with 853,638 reactions. Task: Predict the reaction yield, written as a fraction of the theoretical maximum amount of product (1.0 means a 100% yield; for example, 0.34 means a 34% yield). (1) The reactants are [CH3:1][S:2]([N:5]1[CH2:10][CH2:9][C:8]2[N:11]([CH2:24][C@@H:25]3[CH2:27][O:26]3)[N:12]=[C:13]([C:14]3[CH:19]=[CH:18][C:17]([C:20]([F:23])([F:22])[F:21])=[CH:16][CH:15]=3)[C:7]=2[CH2:6]1)(=[O:4])=[O:3].[CH3:28][N:29]1[C:33]2[CH:34]=[CH:35][CH:36]=[CH:37][C:32]=2[N:31]([CH:38]2[CH2:43][CH2:42][NH:41][CH2:40][CH2:39]2)[C:30]1=[O:44]. The catalyst is CCO.ClC(Cl)C. The product is [OH:26][C@H:25]([CH2:24][N:11]1[C:8]2[CH2:9][CH2:10][N:5]([S:2]([CH3:1])(=[O:4])=[O:3])[CH2:6][C:7]=2[C:13]([C:14]2[CH:15]=[CH:16][C:17]([C:20]([F:21])([F:23])[F:22])=[CH:18][CH:19]=2)=[N:12]1)[CH2:27][N:41]1[CH2:40][CH2:39][CH:38]([N:31]2[C:32]3[CH:37]=[CH:36][CH:35]=[CH:34][C:33]=3[N:29]([CH3:28])[C:30]2=[O:44])[CH2:43][CH2:42]1. The yield is 0.860. (2) The reactants are [NH2:1][C:2]1[CH:7]=[C:6](Cl)[CH:5]=[CH:4][N:3]=1.[F:9][C:10]1[CH:15]=[C:14]([N+:16]([O-:18])=[O:17])[CH:13]=[CH:12][C:11]=1[OH:19].C(N(CC)C(C)C)(C)C.C(OCC)(=O)C. The catalyst is CN1CCCC1=O. The product is [NH2:1][C:2]1[CH:7]=[C:6]([O:19][C:11]2[CH:12]=[CH:13][C:14]([N+:16]([O-:18])=[O:17])=[CH:15][C:10]=2[F:9])[CH:5]=[CH:4][N:3]=1. The yield is 0.200. (3) The reactants are [CH3:1][O:2][C:3]1[CH:4]=[CH:5][C:6]2[N:10]=[CH:9][N:8]([CH3:11])[C:7]=2[CH:12]=1.C([Li])CCC.CON(C)[C:21]([CH:23]1[CH2:28][CH2:27][CH2:26][CH2:25][CH2:24]1)=[O:22].[Cl-].[NH4+]. The catalyst is O1CCCC1.CCCCCC. The yield is 0.850. The product is [CH:23]1([C:21]([C:9]2[N:8]([CH3:11])[C:7]3[CH:12]=[C:3]([O:2][CH3:1])[CH:4]=[CH:5][C:6]=3[N:10]=2)=[O:22])[CH2:28][CH2:27][CH2:26][CH2:25][CH2:24]1. (4) The product is [CH2:20]([NH:19][C:18]([N:8]([CH2:7][C:6]([OH:28])=[O:5])[NH:9][CH2:10][C:11]1[CH:12]=[CH:13][C:14]([F:17])=[CH:15][CH:16]=1)=[O:27])[C:21]1[CH:22]=[CH:23][CH:24]=[CH:25][CH:26]=1. The yield is 0.810. The catalyst is O1CCOCC1. The reactants are C([O:5][C:6](=[O:28])[CH2:7][N:8]([C:18](=[O:27])[NH:19][CH2:20][C:21]1[CH:26]=[CH:25][CH:24]=[CH:23][CH:22]=1)[NH:9][CH2:10][C:11]1[CH:16]=[CH:15][C:14]([F:17])=[CH:13][CH:12]=1)(C)(C)C.Cl.